From a dataset of Full USPTO retrosynthesis dataset with 1.9M reactions from patents (1976-2016). Predict the reactants needed to synthesize the given product. (1) The reactants are: [C-:1]#[N:2].[Na+].Cl[C:5]1[CH:6]=[C:7]([C:11]2[N:12]=[N:13][C:14]([NH:17][CH2:18][C:19]([C:22]3[CH:27]=[CH:26][C:25]([F:28])=[CH:24][CH:23]=3)([CH3:21])[CH3:20])=[CH:15][N:16]=2)[CH:8]=[CH:9][CH:10]=1. Given the product [F:28][C:25]1[CH:26]=[CH:27][C:22]([C:19]([CH3:21])([CH3:20])[CH2:18][NH:17][C:14]2[N:13]=[N:12][C:11]([C:7]3[CH:6]=[C:5]([CH:10]=[CH:9][CH:8]=3)[C:1]#[N:2])=[N:16][CH:15]=2)=[CH:23][CH:24]=1, predict the reactants needed to synthesize it. (2) Given the product [CH3:12][N:6]1[CH2:7][C:3]([CH3:11])([CH3:2])[CH2:4][C@H:5]1[C:8]([OH:10])=[O:9], predict the reactants needed to synthesize it. The reactants are: Cl.[CH3:2][C:3]1([CH3:11])[CH2:7][NH:6][C@H:5]([C:8]([OH:10])=[O:9])[CH2:4]1.[CH3:12]CN(C(C)C)C(C)C. (3) Given the product [N:1]1[C:10]2[C:5](=[CH:6][CH:7]=[CH:8][CH:9]=2)[CH:4]=[C:3]([CH2:11][OH:12])[CH:2]=1, predict the reactants needed to synthesize it. The reactants are: [N:1]1[C:10]2[C:5](=[CH:6][CH:7]=[CH:8][CH:9]=2)[CH:4]=[C:3]([CH:11]=[O:12])[CH:2]=1.[BH4-].[Na+].O. (4) The reactants are: [CH3:1][N:2]1[CH:6]=[CH:5][N:4]=[CH:3]1.I[C:8]1[C:17]2[C:12](=[CH:13][CH:14]=[CH:15][CH:16]=2)[CH:11]=[CH:10][CH:9]=1. Given the product [CH3:1][N:2]1[C:6]([C:16]2[C:17]3[C:12](=[CH:11][CH:10]=[CH:9][CH:8]=3)[CH:13]=[CH:14][CH:15]=2)=[CH:5][N:4]=[CH:3]1, predict the reactants needed to synthesize it.